Dataset: Catalyst prediction with 721,799 reactions and 888 catalyst types from USPTO. Task: Predict which catalyst facilitates the given reaction. (1) Reactant: C[Al](C)C.[CH:5]1([CH2:8][NH:9][CH2:10][CH2:11][CH3:12])[CH2:7][CH2:6]1.C(O[C:16]([C:18]1[N:22]2[CH2:23][CH2:24][N:25]([C:26]3[C:31]([CH3:32])=[CH:30][C:29]([CH3:33])=[CH:28][C:27]=3[CH3:34])[C:21]2=[N:20][C:19]=1[CH3:35])=[O:17])C.[OH-].[Na+]. Product: [CH:5]1([CH2:8][N:9]([CH2:10][CH2:11][CH3:12])[C:16]([C:18]2[N:22]3[CH2:23][CH2:24][N:25]([C:26]4[C:27]([CH3:34])=[CH:28][C:29]([CH3:33])=[CH:30][C:31]=4[CH3:32])[C:21]3=[N:20][C:19]=2[CH3:35])=[O:17])[CH2:7][CH2:6]1. The catalyst class is: 48. (2) Reactant: [Cl:1][C:2]1[CH:7]=[CH:6][CH:5]=[C:4]([F:8])[C:3]=1[C:9]1[C:13]([C:14]([O:16][CH3:17])=[O:15])=[C:12]([CH3:18])[O:11][N:10]=1.C(O[CH:24](N(C)C)[N:25]([CH3:27])[CH3:26])(C)(C)C. Product: [Cl:1][C:2]1[CH:7]=[CH:6][CH:5]=[C:4]([F:8])[C:3]=1[C:9]1[C:13]([C:14]([O:16][CH3:17])=[O:15])=[C:12]([CH:18]=[CH:24][N:25]([CH3:27])[CH3:26])[O:11][N:10]=1. The catalyst class is: 11. (3) Product: [CH3:1][N:2]1[CH:6]=[C:5]([NH:7][C:8]2[N:13]=[C:12]3[N:14]([CH2:17][CH:18]4[CH2:23][CH2:22][CH2:21][NH:20][CH2:19]4)[N:15]=[CH:16][C:11]3=[CH:10][N:9]=2)[CH:4]=[N:3]1. The catalyst class is: 4. Reactant: [CH3:1][N:2]1[CH:6]=[C:5]([NH:7][C:8]2[N:13]=[C:12]3[N:14]([CH2:17][CH:18]4[CH2:23][CH2:22][CH2:21][N:20](C(OC(C)(C)C)=O)[CH2:19]4)[N:15]=[CH:16][C:11]3=[CH:10][N:9]=2)[CH:4]=[N:3]1.FC(F)(F)C(O)=O. (4) Reactant: [F:1][C:2]([F:14])([F:13])[CH2:3][O:4][C:5]1[CH:6]=[C:7]([CH:10]=[CH:11][CH:12]=1)[CH:8]=O.[O:15]([C:22]1[CH:23]=[C:24]([CH:26]=[CH:27][CH:28]=1)[NH2:25])[C:16]1[CH:21]=[CH:20][CH:19]=[CH:18][CH:17]=1.[BH4-].[Na+]. Product: [O:15]([C:22]1[CH:23]=[C:24]([NH:25][CH2:8][C:7]2[CH:10]=[CH:11][CH:12]=[C:5]([O:4][CH2:3][C:2]([F:14])([F:13])[F:1])[CH:6]=2)[CH:26]=[CH:27][CH:28]=1)[C:16]1[CH:17]=[CH:18][CH:19]=[CH:20][CH:21]=1. The catalyst class is: 244.